Dataset: Reaction yield outcomes from USPTO patents with 853,638 reactions. Task: Predict the reaction yield, written as a fraction of the theoretical maximum amount of product (1.0 means a 100% yield; for example, 0.34 means a 34% yield). (1) The catalyst is C1C=CC(/C=C/C(/C=C/C2C=CC=CC=2)=O)=CC=1.C1C=CC(/C=C/C(/C=C/C2C=CC=CC=2)=O)=CC=1.[Pd].C1(C)C=CC=CC=1. The reactants are Br[C:2]1[C:3]2[C:8]([C:9](Br)=[C:10]3[C:15]=1[CH:14]=[CH:13][CH:12]=[CH:11]3)=[CH:7][CH:6]=[CH:5][CH:4]=2.[C:17]1([NH:23][C:24]2[CH:25]=[CH:26][C:27]3[N:28]([C:37]4[CH:42]=[CH:41][CH:40]=[CH:39][CH:38]=4)[C:29]4[C:34]([C:35]=3[CH:36]=2)=[CH:33][CH:32]=[CH:31][CH:30]=4)[CH:22]=[CH:21][CH:20]=[CH:19][CH:18]=1.[CH3:43][C:44]([CH3:47])([O-])[CH3:45].[Na+].C(P([C:58]([CH3:61])([CH3:60])C)C(C)(C)C)(C)(C)C. The yield is 0.670. The product is [C:17]1([N:23]([C:2]2[C:3]3[C:8]([C:9]([N:23]([C:24]4[CH:36]=[CH:35][C:43]5[N:28]([C:60]6[CH:58]=[CH:61][CH:27]=[CH:26][CH:25]=6)[C:29]6[C:45]([C:44]=5[CH:47]=4)=[CH:33][CH:32]=[CH:31][CH:30]=6)[C:17]4[CH:22]=[CH:21][CH:20]=[CH:19][CH:18]=4)=[C:10]4[C:15]=2[CH:14]=[CH:13][CH:12]=[CH:11]4)=[CH:7][CH:6]=[CH:5][CH:4]=3)[C:24]2[CH:25]=[CH:26][C:27]3[N:28]([C:37]4[CH:38]=[CH:39][CH:40]=[CH:41][CH:42]=4)[C:29]4[C:34]([C:35]=3[CH:36]=2)=[CH:33][CH:32]=[CH:31][CH:30]=4)[CH:18]=[CH:19][CH:20]=[CH:21][CH:22]=1. (2) The reactants are [F:1][C:2]1[CH:7]=[CH:6][C:5]([S:8]([N:11]2[C@H:16]([C:17]([O:19]C)=[O:18])[C@@H:15]3[C@@H:13]([C:14]3([CH3:22])[CH3:21])[CH2:12]2)(=[O:10])=[O:9])=[CH:4][CH:3]=1.O.[OH-].[Li+]. The catalyst is O1CCCC1.O. The product is [F:1][C:2]1[CH:3]=[CH:4][C:5]([S:8]([N:11]2[CH2:12][C@H:13]3[C@H:15]([C:14]3([CH3:22])[CH3:21])[C@H:16]2[C:17]([OH:19])=[O:18])(=[O:10])=[O:9])=[CH:6][CH:7]=1. The yield is 1.00.